This data is from Forward reaction prediction with 1.9M reactions from USPTO patents (1976-2016). The task is: Predict the product of the given reaction. (1) Given the reactants [F:1][C:2]1([F:8])[CH2:5][CH:4]([CH2:6][OH:7])[CH2:3]1.ClCCl.C(N(CC)CC)C.[CH3:19][S:20](Cl)(=[O:22])=[O:21], predict the reaction product. The product is: [CH3:19][S:20]([O:7][CH2:6][CH:4]1[CH2:5][C:2]([F:8])([F:1])[CH2:3]1)(=[O:22])=[O:21]. (2) Given the reactants [Br:1][C:2]1[CH:3]=[CH:4][C:5]([C:8]([CH3:14])([CH3:13])[C:9]([O:11]C)=[O:10])=[N:6][CH:7]=1.[OH-].[Na+], predict the reaction product. The product is: [Br:1][C:2]1[CH:3]=[CH:4][C:5]([C:8]([CH3:14])([CH3:13])[C:9]([OH:11])=[O:10])=[N:6][CH:7]=1. (3) The product is: [Cl:11][C:12]1[C:17]([Cl:18])=[C:16]([O:19][CH2:20][C:21]2[C:22]([C:33]([F:35])([F:36])[F:34])=[N:23][S:24][C:25]=2[C:26]2[CH:27]=[CH:28][C:29]([Cl:32])=[CH:30][CH:31]=2)[CH:15]=[CH:14][C:13]=1[CH2:37][CH2:38][C:39]([OH:41])=[O:40]. Given the reactants ClC1C=CC(B(O)O)=CC=1.[Cl:11][C:12]1[C:17]([Cl:18])=[C:16]([O:19][CH2:20][C:21]2[C:22]([C:33]([F:36])([F:35])[F:34])=[N:23][S:24][C:25]=2[C:26]2[CH:31]=[CH:30][C:29]([Cl:32])=[CH:28][CH:27]=2)[CH:15]=[CH:14][C:13]=1[CH2:37][CH2:38][C:39]([O:41]CC)=[O:40], predict the reaction product. (4) The product is: [CH:16]1([NH:19][C:20]([C:21]2[CH:22]=[C:23]([C:2]3[CH:14]=[CH:13][C:5]([C:6]([NH:8][CH2:9][CH:10]4[CH2:12][CH2:11]4)=[O:7])=[CH:4][C:3]=3[F:15])[C:24]([CH3:38])=[CH:25][CH:26]=2)=[O:37])[CH2:17][CH2:18]1. Given the reactants Br[C:2]1[CH:14]=[CH:13][C:5]([C:6]([NH:8][CH2:9][CH:10]2[CH2:12][CH2:11]2)=[O:7])=[CH:4][C:3]=1[F:15].[CH:16]1([NH:19][C:20](=[O:37])[C:21]2[CH:26]=[CH:25][CH:24]=[C:23](B3OC(C)(C)C(C)(C)O3)[C:22]=2C)[CH2:18][CH2:17]1.[C:38](=O)([O-])O.[Na+], predict the reaction product. (5) Given the reactants Cl[C:2]1[N:11]=[CH:10][CH:9]=[C:8]2[C:3]=1[CH:4]=[C:5]([C:36]1[CH:41]=[CH:40][CH:39]=[CH:38][CH:37]=1)[C:6]([C:12]1[CH:17]=[CH:16][C:15]([CH2:18][N:19]3[CH2:24][CH2:23][CH:22]([C:25]4[NH:29][C:28]([C:30]5[CH:35]=[CH:34][CH:33]=[CH:32][N:31]=5)=[N:27][N:26]=4)[CH2:21][CH2:20]3)=[CH:14][CH:13]=1)=[N:7]2.[NH2:42][NH2:43], predict the reaction product. The product is: [C:36]1([C:5]2[C:6]([C:12]3[CH:13]=[CH:14][C:15]([CH2:18][N:19]4[CH2:24][CH2:23][CH:22]([C:25]5[NH:29][C:28]([C:30]6[CH:35]=[CH:34][CH:33]=[CH:32][N:31]=6)=[N:27][N:26]=5)[CH2:21][CH2:20]4)=[CH:16][CH:17]=3)=[N:7][C:8]3[C:3]([CH:4]=2)=[C:2]([NH:42][NH2:43])[N:11]=[CH:10][CH:9]=3)[CH:37]=[CH:38][CH:39]=[CH:40][CH:41]=1. (6) Given the reactants Cl[CH2:2][CH2:3][C:4]1[CH:5]=[C:6]2[C:10](=[CH:11][C:12]=1[Cl:13])[NH:9][C:8](=[O:14])[CH2:7]2.[S:15]1[C:19]2[CH:20]=[CH:21][CH:22]=[CH:23][C:18]=2[C:17]([N:24]2[CH2:29][CH2:28][NH:27][CH2:26][CH2:25]2)=[N:16]1, predict the reaction product. The product is: [CH:22]1[CH:21]=[CH:20][C:19]2[S:15][N:16]=[C:17]([N:24]3[CH2:25][CH2:26][N:27]([CH2:2][CH2:3][C:4]4[CH:5]=[C:6]5[CH2:7][C:8](=[O:14])[NH:9][C:10]5=[CH:11][C:12]=4[Cl:13])[CH2:28][CH2:29]3)[C:18]=2[CH:23]=1. (7) Given the reactants [Br:1]Br.[CH3:3][C:4]1[N:9]=[C:8]([OH:10])[CH:7]=[C:6]([CH3:11])[N:5]=1, predict the reaction product. The product is: [Br:1][C:7]1[C:8]([OH:10])=[N:9][C:4]([CH3:3])=[N:5][C:6]=1[CH3:11]. (8) Given the reactants [F:1][C:2]1[C:30]([F:31])=[CH:29][C:5]2[N:6]=[C:7]([N:19]3[CH2:24][CH2:23][NH:22][C@@H:21]([CH2:25][CH2:26][O:27][CH3:28])[CH2:20]3)[C:8]3[CH:14]=[C:13]([C:15]([F:18])([F:17])[F:16])[CH:12]=[CH:11][C:9]=3[NH:10][C:4]=2[CH:3]=1.[C:32](O[BH-]([O:41][C:42](=[O:44])[CH3:43])[O:41][C:42](=[O:44])[CH3:43])(=O)[CH3:32].[Na+].C=[O:47], predict the reaction product. The product is: [NH3:6].[C:42]([OH:41])(=[O:44])[CH2:43][CH2:25][C:26]([OH:27])=[O:47].[F:1][C:2]1[C:30]([F:31])=[CH:29][C:5]2[N:6]=[C:7]([N:19]3[CH2:24][CH2:23][N:22]([CH3:32])[C@@H:21]([CH2:25][CH2:26][O:27][CH3:28])[CH2:20]3)[C:8]3[CH:14]=[C:13]([C:15]([F:17])([F:18])[F:16])[CH:12]=[CH:11][C:9]=3[NH:10][C:4]=2[CH:3]=1. (9) Given the reactants [C:1]([O:5][C:6]([N:8]1[CH:13]2[CH2:14][CH2:15][CH:9]1[CH2:10][CH:11]([CH:16]1[C:29]3[CH:28]=[CH:27][C:26]([C:30]#[N:31])=[CH:25][C:24]=3[O:23][C:22]3[C:17]1=[CH:18][CH:19]=[CH:20][CH:21]=3)[CH2:12]2)=[O:7])([CH3:4])([CH3:3])[CH3:2].Cl.NO.C(=O)([O-])[O-].[K+].[K+].Cl.[OH-:42].[NH4+:43], predict the reaction product. The product is: [C:1]([O:5][C:6]([N:8]1[CH:9]2[CH2:15][CH2:14][CH:13]1[CH2:12][CH:11]([CH:16]1[C:29]3[CH:28]=[CH:27][C:26]([C:30](=[NH:43])[NH:31][OH:42])=[CH:25][C:24]=3[O:23][C:22]3[C:17]1=[CH:18][CH:19]=[CH:20][CH:21]=3)[CH2:10]2)=[O:7])([CH3:4])([CH3:2])[CH3:3]. (10) Given the reactants COC1C=CC(C[N:8](CC2C=CC(OC)=CC=2)[C:9]([C:11]2[C:12](=[O:31])[NH:13][C:14]3[C:19]([C:20]=2[NH:21]CC2C=CC(OC)=CC=2)=[CH:18][CH:17]=[CH:16][CH:15]=3)=[O:10])=CC=1, predict the reaction product. The product is: [NH2:21][C:20]1[C:19]2[C:14](=[CH:15][CH:16]=[CH:17][CH:18]=2)[NH:13][C:12](=[O:31])[C:11]=1[C:9]([NH2:8])=[O:10].